From a dataset of Catalyst prediction with 721,799 reactions and 888 catalyst types from USPTO. Predict which catalyst facilitates the given reaction. (1) The catalyst class is: 60. Product: [Cl:1][C:2]1[C:7]([Cl:8])=[CH:6][CH:5]=[CH:4][C:3]=1[S:9]([NH:12][C:29]1[C:20]([Cl:19])=[N:21][C:22]2[C:27](=[CH:26][C:25]([O:31][CH3:32])=[CH:24][CH:23]=2)[N:28]=1)(=[O:10])=[O:11]. Reactant: [Cl:1][C:2]1[C:7]([Cl:8])=[CH:6][CH:5]=[CH:4][C:3]=1[S:9]([NH2:12])(=[O:11])=[O:10].C(=O)([O-])[O-].[Cs+].[Cs+].[Cl:19][C:20]1[C:29](Cl)=[N:28][C:27]2[C:22](=[CH:23][CH:24]=[C:25]([O:31][CH3:32])[CH:26]=2)[N:21]=1.Cl. (2) Reactant: [CH2:1]([O:5][C:6]([C:8]1[N:9]=[C:10](O)[C:11]2[C:16]([C:17]=1[OH:18])=[CH:15][C:14]([O:19][C:20]1[C:25]([CH3:26])=[CH:24][CH:23]=[CH:22][C:21]=1[CH3:27])=[CH:13][CH:12]=2)=[O:7])[CH2:2][CH2:3][CH3:4].P(Br)(Br)([Br:31])=O. Product: [CH2:1]([O:5][C:6]([C:8]1[N:9]=[C:10]([Br:31])[C:11]2[C:16]([C:17]=1[OH:18])=[CH:15][C:14]([O:19][C:20]1[C:25]([CH3:26])=[CH:24][CH:23]=[CH:22][C:21]=1[CH3:27])=[CH:13][CH:12]=2)=[O:7])[CH2:2][CH2:3][CH3:4]. The catalyst class is: 23. (3) Reactant: [NH:1]1[C:5]2[CH:6]=[CH:7][CH:8]=[CH:9][C:4]=2[N:3]=[C:2]1[CH2:10][N:11]1[C@H:24]2[C@@H:15]([CH2:16][CH2:17][C:18]3[C:23]2=[N:22][CH:21]=[CH:20][CH:19]=3)[CH2:14][CH2:13][CH2:12]1.C(N(C(C)C)CC)(C)C.BrCCCC1C=CC=[C:40]2[C:41]([NH:43]C(=O)[C:39]=12)=O.[I-].[K+]. Product: [N:11]1([CH2:10][C:2]2[N:3]([CH2:39][CH2:40][CH2:41][NH2:43])[C:4]3[CH:9]=[CH:8][CH:7]=[CH:6][C:5]=3[N:1]=2)[C@H:24]2[C@@H:15]([CH2:16][CH2:17][C:18]3[C:23]2=[N:22][CH:21]=[CH:20][CH:19]=3)[CH2:14][CH2:13][CH2:12]1. The catalyst class is: 136. (4) Reactant: [C:1](N1C=CN=C1)(N1C=CN=C1)=[O:2].[Cl:13][C:14]1[C:23]([NH2:24])=[C:22]([NH:25][CH2:26][C:27]2[CH:32]=[CH:31][C:30]([O:33][CH3:34])=[CH:29][CH:28]=2)[C:21]2[C:16](=[CH:17][CH:18]=[CH:19][CH:20]=2)[N:15]=1.N1C=CC=CC=1.C(#N)C. Product: [Cl:13][C:14]1[C:23]2[N:24]=[C:1]([OH:2])[N:25]([CH2:26][C:27]3[CH:28]=[CH:29][C:30]([O:33][CH3:34])=[CH:31][CH:32]=3)[C:22]=2[C:21]2[CH:20]=[CH:19][CH:18]=[CH:17][C:16]=2[N:15]=1. The catalyst class is: 1. (5) Product: [ClH:1].[CH3:2][N:3]1[CH2:28][CH2:27][C:5]2([NH:9][CH:8]([C:10]3[CH:15]=[C:14]([C:16]4[CH:21]=[CH:20][CH:19]=[C:18]([O:22][C:23]([F:25])([F:26])[F:24])[CH:17]=4)[CH:13]=[CH:12][N:11]=3)[CH2:7][CH2:6]2)[C:4]1=[O:29]. Reactant: [ClH:1].[CH3:2][N:3]1[CH2:28][CH2:27][C@:5]2([NH:9][C@@H:8]([C:10]3[CH:15]=[C:14]([C:16]4[CH:21]=[CH:20][CH:19]=[C:18]([O:22][C:23]([F:26])([F:25])[F:24])[CH:17]=4)[CH:13]=[CH:12][N:11]=3)[CH2:7][CH2:6]2)[C:4]1=[O:29].Cl. The catalyst class is: 2. (6) Reactant: [N:1]1[CH:6]=[CH:5][CH:4]=[C:3]([NH:7][C:8](=[O:15])OCC(Cl)(Cl)Cl)[N:2]=1.Cl.Cl.[F:18][C:19]1[CH:24]=[CH:23][CH:22]=[CH:21][C:20]=1[C:25]1[CH:30]=[CH:29][N:28]=[C:27]([N:31]2[CH2:36][CH2:35][NH:34][CH2:33][CH2:32]2)[N:26]=1. Product: [F:18][C:19]1[CH:24]=[CH:23][CH:22]=[CH:21][C:20]=1[C:25]1[CH:30]=[CH:29][N:28]=[C:27]([N:31]2[CH2:32][CH2:33][N:34]([C:8]([NH:7][C:3]3[N:2]=[N:1][CH:6]=[CH:5][CH:4]=3)=[O:15])[CH2:35][CH2:36]2)[N:26]=1. The catalyst class is: 188. (7) Product: [Cl:3][C:4]1[C:5]([F:12])=[CH:6][CH:7]=[C:8]([CH2:10][O:11][CH3:14])[N:9]=1. The catalyst class is: 1. Reactant: [H-].[Na+].[Cl:3][C:4]1[N:9]=[C:8]([CH2:10][OH:11])[CH:7]=[CH:6][C:5]=1[F:12].I[CH3:14]. (8) Reactant: [Ce+4].[NH4+].[CH3:3][O:4][C@@H:5]1[C@@H:10]2[CH2:11][C@@H:7]([C:8](=[O:21])[N:9]2CC2C=CC(OC)=CC=2)[CH2:6]1. Product: [CH3:3][O:4][C@@H:5]1[C@@H:10]2[CH2:11][C@@H:7]([C:8](=[O:21])[NH:9]2)[CH2:6]1. The catalyst class is: 578. (9) Reactant: [OH:1][C@@H:2]1[CH2:6][CH2:5][N:4]([C:7]([O:9][CH2:10][C:11]2[CH:16]=[CH:15][CH:14]=[CH:13][CH:12]=2)=[O:8])[CH2:3]1.[CH3:17][S:18](Cl)(=[O:20])=[O:19]. Product: [CH3:17][S:18]([O:1][C@@H:2]1[CH2:6][CH2:5][N:4]([C:7]([O:9][CH2:10][C:11]2[CH:16]=[CH:15][CH:14]=[CH:13][CH:12]=2)=[O:8])[CH2:3]1)(=[O:20])=[O:19]. The catalyst class is: 347. (10) Reactant: [C:1]([O:5][C:6]([N:8]([C:34]([O:36][C:37]([CH3:40])([CH3:39])[CH3:38])=[O:35])[CH2:9][CH2:10][C:11]([NH:14][C:15]1[CH:16]=[C:17]([CH:28]=[CH:29][C:30]=1[N+:31]([O-])=O)[C:18]([O:20][CH2:21][C:22]1[CH:27]=[CH:26][CH:25]=[CH:24][CH:23]=1)=[O:19])([CH3:13])[CH3:12])=[O:7])([CH3:4])([CH3:3])[CH3:2].C(O)(=O)C. Product: [NH2:31][C:30]1[CH:29]=[CH:28][C:17]([C:18]([O:20][CH2:21][C:22]2[CH:23]=[CH:24][CH:25]=[CH:26][CH:27]=2)=[O:19])=[CH:16][C:15]=1[NH:14][C:11]([CH3:13])([CH2:10][CH2:9][N:8]([C:34]([O:36][C:37]([CH3:40])([CH3:39])[CH3:38])=[O:35])[C:6]([O:5][C:1]([CH3:2])([CH3:4])[CH3:3])=[O:7])[CH3:12]. The catalyst class is: 284.